Dataset: Reaction yield outcomes from USPTO patents with 853,638 reactions. Task: Predict the reaction yield, written as a fraction of the theoretical maximum amount of product (1.0 means a 100% yield; for example, 0.34 means a 34% yield). The reactants are [Cl:1][C:2]1[C:3]([Cl:11])=[N:4][CH:5]=[C:6]([CH:10]=1)[C:7](Cl)=[O:8].C(N(CC)CC)C.[CH2:19]([CH:22]1[CH2:27][CH2:26][CH2:25][NH:24][CH2:23]1)[CH2:20][CH3:21].O. The catalyst is C(Cl)Cl.CCCCC. The product is [Cl:1][C:2]1[CH:10]=[C:6]([C:7]([N:24]2[CH2:25][CH2:26][CH2:27][CH:22]([CH2:19][CH2:20][CH3:21])[CH2:23]2)=[O:8])[CH:5]=[N:4][C:3]=1[Cl:11]. The yield is 0.480.